This data is from Full USPTO retrosynthesis dataset with 1.9M reactions from patents (1976-2016). The task is: Predict the reactants needed to synthesize the given product. (1) Given the product [CH3:63][C:64]1[C:65]([NH:68][C:26]([C:23]2[CH:24]=[CH:25][C:9]3[C@:8]4([CH2:70][C:47]5[CH:48]=[CH:49][CH:50]=[CH:51][CH:52]=5)[CH2:18][CH2:17][C@@:16]([CH2:20][CH3:21])([OH:19])[CH2:15][C@@H:14]4[CH2:34][CH2:32][CH2:33][C:10]=3[CH:22]=2)=[O:28])=[CH:66][CH:67]=[CH:62][N:69]=1, predict the reactants needed to synthesize it. The reactants are: C([C@@:8]12[CH2:18][CH2:17][C@@:16]([CH2:20][CH3:21])([OH:19])[CH2:15][C@@H:14]1CCC[C:10]1[CH:22]=[C:23]([C:26]([OH:28])=O)[CH:24]=[CH:25][C:9]2=1)C1C=CC=CC=1.CCN(C(C)C)[CH:32]([CH3:34])[CH3:33].CN(C(ON1N=N[C:48]2[CH:49]=[CH:50][CH:51]=[CH:52][C:47]1=2)=[N+](C)C)C.F[P-](F)(F)(F)(F)F.[C:62]1([NH2:69])[CH:67]=[CH:66][C:65]([NH2:68])=[CH:64][CH:63]=1.[CH3:70]N(C=O)C. (2) Given the product [CH2:1]([P:4]([CH2:11][CH2:12][CH2:13][CH3:14])(=[O:5])[OH:10])[CH2:2][CH3:3], predict the reactants needed to synthesize it. The reactants are: [CH2:1]([P:4]([CH2:11][CH2:12][CH2:13][CH3:14])(=[O:10])[O:5]CCCC)[CH2:2][CH3:3].O. (3) The reactants are: Cl.[Cl:2][C:3]1[CH:26]=[CH:25][C:6]2[N:7]3[C:11]([CH2:12][NH:13][CH2:14][C:5]=2[CH:4]=1)=[N:10][N:9]=[C:8]3[C@H:15]1[CH2:20][CH2:19][C@H:18]([O:21][CH:22]([CH3:24])[CH3:23])[CH2:17][CH2:16]1.C(N(CC)CC)C.[C:34]([O:37][CH2:38][C:39](Cl)=[O:40])(=[O:36])[CH3:35]. Given the product [Cl:2][C:3]1[CH:26]=[CH:25][C:6]2[N:7]3[C:11](=[N:10][N:9]=[C:8]3[C@H:15]3[CH2:16][CH2:17][C@H:18]([O:21][CH:22]([CH3:24])[CH3:23])[CH2:19][CH2:20]3)[CH2:12][N:13]([C:39](=[O:40])[CH2:38][O:37][C:34](=[O:36])[CH3:35])[CH2:14][C:5]=2[CH:4]=1, predict the reactants needed to synthesize it. (4) Given the product [F:32][C:26]1[CH:27]=[CH:28][CH:29]=[C:30]([F:31])[C:25]=1[NH:24][C:22](=[O:23])[C:21]1[CH:33]=[C:17]([C:9]2[N:10]=[C:11]3[CH:16]=[CH:15][CH:14]=[CH:13][N:12]3[C:8]=2[C:6]2[CH:5]=[CH:4][N:3]=[C:2]([NH:40][C:39]3[CH:41]=[CH:42][C:43]([CH2:45][CH2:46][CH2:47][N:48]4[CH2:49][CH2:50][N:51]([CH3:54])[CH2:52][CH2:53]4)=[CH:44][C:38]=3[O:37][CH3:36])[N:7]=2)[CH:18]=[CH:19][C:20]=1[O:34][CH3:35], predict the reactants needed to synthesize it. The reactants are: Cl[C:2]1[N:7]=[C:6]([C:8]2[N:12]3[CH:13]=[CH:14][CH:15]=[CH:16][C:11]3=[N:10][C:9]=2[C:17]2[CH:18]=[CH:19][C:20]([O:34][CH3:35])=[C:21]([CH:33]=2)[C:22]([NH:24][C:25]2[C:30]([F:31])=[CH:29][CH:28]=[CH:27][C:26]=2[F:32])=[O:23])[CH:5]=[CH:4][N:3]=1.[CH3:36][O:37][C:38]1[CH:44]=[C:43]([CH2:45][CH2:46][CH2:47][N:48]2[CH2:53][CH2:52][N:51]([CH3:54])[CH2:50][CH2:49]2)[CH:42]=[CH:41][C:39]=1[NH2:40].C1(C)C=CC(S(O)(=O)=O)=CC=1.C[O-].[Na+]. (5) The reactants are: C[N:2]([CH:4]([N:8]([CH3:10])C)[N:5]([CH3:7])C)C.O=C1[CH2:17][CH2:16][CH:15]([NH:18][C:19](=[O:25])[O:20][C:21]([CH3:24])([CH3:23])[CH3:22])[CH2:14][CH2:13]1.C(=O)(O)O.NC(N)=N. Given the product [NH2:2][C:4]1[N:5]=[CH:7][C:13]2[CH2:14][CH:15]([NH:18][C:19](=[O:25])[O:20][C:21]([CH3:22])([CH3:24])[CH3:23])[CH2:16][CH2:17][C:10]=2[N:8]=1, predict the reactants needed to synthesize it. (6) Given the product [C:1]1([S:7]([N:10]2[C:14]3[CH:15]=[N:16][C:17]([C:29]#[N:30])=[C:18]([O:19][CH:20]4[CH2:21][CH2:22][N:23]([CH2:26][CH2:27][OH:28])[CH2:24][CH2:25]4)[C:13]=3[C:12]3[CH:31]=[CH:32][CH:33]=[N:34][C:11]2=3)(=[O:9])=[O:8])[CH:2]=[CH:3][CH:4]=[CH:5][CH:6]=1, predict the reactants needed to synthesize it. The reactants are: [C:1]1([S:7]([N:10]2[C:14]3[CH:15]=[N:16][C:17]([C:29]#[N:30])=[C:18]([O:19][CH:20]4[CH2:25][CH2:24][N:23]([CH2:26][CH2:27][OH:28])[CH2:22][CH2:21]4)[C:13]=3[C:12]3[CH:31]=[C:32](Br)[CH:33]=[N:34][C:11]2=3)(=[O:9])=[O:8])[CH:6]=[CH:5][CH:4]=[CH:3][CH:2]=1. (7) Given the product [F:1][C:2]1[CH:3]=[N:4][CH:5]=[CH:6][C:7]=1[O:8][C:9]1[N:19]=[C:18]([NH:20][C:21]2[CH:26]=[CH:25][C:24]([N:27]3[CH2:28][CH2:29][NH:30][CH2:31][CH2:32]3)=[CH:23][C:22]=2[O:40][CH3:41])[C:12]2=[C:13]([OH:17])[N:14]=[N:15][CH:16]=[C:11]2[CH:10]=1, predict the reactants needed to synthesize it. The reactants are: [F:1][C:2]1[CH:3]=[N:4][CH:5]=[CH:6][C:7]=1[O:8][C:9]1[N:19]=[C:18]([NH:20][C:21]2[CH:26]=[CH:25][C:24]([N:27]3[CH2:32][CH2:31][N:30](C(OC(C)(C)C)=O)[CH2:29][CH2:28]3)=[CH:23][C:22]=2[O:40][CH3:41])[C:12]2[C:13](=[O:17])[NH:14][N:15]=[CH:16][C:11]=2[CH:10]=1.FC(F)(F)C(O)=O. (8) Given the product [CH3:1][O:2][C:3]1[C:4]2[CH2:5][CH2:6][CH2:7][C:13](=[O:18])[CH2:8][C:9]=2[CH:10]=[CH:11][CH:12]=1, predict the reactants needed to synthesize it. The reactants are: [CH3:1][O:2][C:3]1[CH:12]=[CH:11][CH:10]=[C:9]2[C:4]=1[CH2:5][CH2:6][CH2:7][C:8]2=[CH2:13].O.O.O.[N+]([O-])([O-])=[O:18].[Tl+3].[N+]([O-])([O-])=O.[N+]([O-])([O-])=O.C(Cl)(Cl)Cl. (9) The reactants are: [F:1][C:2]1[CH:3]=[CH:4][C:5]([C:25]2[C:26]([C:31]3[CH2:32][CH2:33][O:34][CH2:35][CH:36]=3)=[N:27][CH:28]=[CH:29][CH:30]=2)=[C:6]2[C:10]=1[C@H:9]([O:11][C:12]1[CH:24]=[CH:23][C:15]3[C@H:16]([CH2:19][C:20]([OH:22])=[O:21])[CH2:17][O:18][C:14]=3[CH:13]=1)[CH2:8][CH2:7]2. Given the product [F:1][C:2]1[CH:3]=[CH:4][C:5]([C:25]2[C:26]([CH:31]3[CH2:32][CH2:33][O:34][CH2:35][CH2:36]3)=[N:27][CH:28]=[CH:29][CH:30]=2)=[C:6]2[C:10]=1[C@H:9]([O:11][C:12]1[CH:24]=[CH:23][C:15]3[C@H:16]([CH2:19][C:20]([OH:22])=[O:21])[CH2:17][O:18][C:14]=3[CH:13]=1)[CH2:8][CH2:7]2, predict the reactants needed to synthesize it. (10) Given the product [Br:1][C:2]1[CH:9]=[CH:8][CH:7]=[C:6]2[C:3]=1[CH:4]=[C:12]([C:11]([O:18][CH2:16][CH3:17])=[O:10])[NH:14]2, predict the reactants needed to synthesize it. The reactants are: [Br:1][C:2]1[CH:9]=[CH:8][CH:7]=[CH:6][C:3]=1[CH:4]=O.[O-:10][CH2:11][CH3:12].[Na+].[NH4+:14].[Cl-].[CH2:16]([OH:18])[CH3:17].